From a dataset of Forward reaction prediction with 1.9M reactions from USPTO patents (1976-2016). Predict the product of the given reaction. (1) Given the reactants [CH2:1]([O:8][C:9]1[CH:10]=[C:11]([CH2:15][CH:16]([NH:22]C(OC(C)(C)C)=O)[C:17]([O:19][CH2:20][CH3:21])=[O:18])[CH:12]=[CH:13][CH:14]=1)[C:2]1[CH:7]=[CH:6][CH:5]=[CH:4][CH:3]=1.C(O)(C(F)(F)F)=O, predict the reaction product. The product is: [NH2:22][CH:16]([CH2:15][C:11]1[CH:12]=[CH:13][CH:14]=[C:9]([O:8][CH2:1][C:2]2[CH:7]=[CH:6][CH:5]=[CH:4][CH:3]=2)[CH:10]=1)[C:17]([O:19][CH2:20][CH3:21])=[O:18]. (2) Given the reactants [N+:1]([C:4]1[C:5]([OH:14])=[CH:6][C:7]2[O:11][N:10]=[C:9]([OH:12])[C:8]=2[CH:13]=1)([O-:3])=[O:2].[C:15](=O)([O-])[O-].[K+].[K+].[CH2:21](Br)[CH:22]=[CH2:23].CCO[C:28]([CH3:30])=O, predict the reaction product. The product is: [CH2:21]([O:12][C:9]1[C:8]2[CH:13]=[C:4]([N+:1]([O-:3])=[O:2])[C:5]([O:14][CH2:15][CH:28]=[CH2:30])=[CH:6][C:7]=2[O:11][N:10]=1)[CH:22]=[CH2:23]. (3) Given the reactants [CH:1]1([CH2:4][N:5]([CH2:15][CH2:16][CH3:17])[C:6]2[N:11]=[CH:10][N:9]=[C:8]([C:12]([OH:14])=O)[CH:7]=2)[CH2:3][CH2:2]1.C(N(C(C)C)CC)(C)C.ClC(OC)=O.[CH3:32][C:33]1[N:34]([C:38]2[CH:39]=[C:40]([CH:42]=[CH:43][CH:44]=2)[NH2:41])[CH:35]=[CH:36][N:37]=1, predict the reaction product. The product is: [CH:1]1([CH2:4][N:5]([CH2:15][CH2:16][CH3:17])[C:6]2[N:11]=[CH:10][N:9]=[C:8]([C:12]([NH:41][C:40]3[CH:42]=[CH:43][CH:44]=[C:38]([N:34]4[CH:35]=[CH:36][N:37]=[C:33]4[CH3:32])[CH:39]=3)=[O:14])[CH:7]=2)[CH2:2][CH2:3]1. (4) Given the reactants [CH:1]1([C:4]2[N:8]=[C:7]([C:9]3[C:17]4[CH2:16][CH2:15][O:14][CH2:13][C:12]=4[S:11][C:10]=3[NH:18][C:19]([C:21]3[N:30]=[CH:29][CH:28]=[CH:27][C:22]=3[C:23]([O:25]C)=[O:24])=[O:20])[O:6][N:5]=2)[CH2:3][CH2:2]1.O.[OH-].[Li+].Cl.CCOC(C)=O, predict the reaction product. The product is: [CH:1]1([C:4]2[N:8]=[C:7]([C:9]3[C:17]4[CH2:16][CH2:15][O:14][CH2:13][C:12]=4[S:11][C:10]=3[NH:18][C:19]([C:21]3[N:30]=[CH:29][CH:28]=[CH:27][C:22]=3[C:23]([OH:25])=[O:24])=[O:20])[O:6][N:5]=2)[CH2:3][CH2:2]1.